Dataset: Peptide-MHC class I binding affinity with 185,985 pairs from IEDB/IMGT. Task: Regression. Given a peptide amino acid sequence and an MHC pseudo amino acid sequence, predict their binding affinity value. This is MHC class I binding data. (1) The peptide sequence is GHLAASVTL. The MHC is HLA-A80:01 with pseudo-sequence HLA-A80:01. The binding affinity (normalized) is 0.0847. (2) The peptide sequence is LFSIFYKDY. The MHC is HLA-A03:01 with pseudo-sequence HLA-A03:01. The binding affinity (normalized) is 0.370. (3) The peptide sequence is FIAKHFLEL. The MHC is HLA-B08:01 with pseudo-sequence HLA-B08:01. The binding affinity (normalized) is 0.975. (4) The peptide sequence is YYLEKANKI. The binding affinity (normalized) is 0.149. The MHC is HLA-A30:02 with pseudo-sequence HLA-A30:02. (5) The peptide sequence is ATIMPHNLY. The binding affinity (normalized) is 0.0847. The MHC is HLA-A02:19 with pseudo-sequence HLA-A02:19. (6) The peptide sequence is TSTVEEQIQW. The MHC is Mamu-A2201 with pseudo-sequence Mamu-A2201. The binding affinity (normalized) is 0.474. (7) The peptide sequence is RGYVFQGL. The MHC is HLA-B27:05 with pseudo-sequence HLA-B27:05. The binding affinity (normalized) is 0.198.